This data is from Peptide-MHC class I binding affinity with 185,985 pairs from IEDB/IMGT. The task is: Regression. Given a peptide amino acid sequence and an MHC pseudo amino acid sequence, predict their binding affinity value. This is MHC class I binding data. The peptide sequence is VKNEVNSFK. The MHC is HLA-A11:01 with pseudo-sequence HLA-A11:01. The binding affinity (normalized) is 0.0227.